From a dataset of Forward reaction prediction with 1.9M reactions from USPTO patents (1976-2016). Predict the product of the given reaction. Given the reactants C(OC([N:8]1[C@H:12]([C:13](O)=O)[CH2:11][O:10]C1(C)C)=O)(C)(C)C.[NH2:18][C:19]1[CH:20]=[C:21]([C:26]2[CH:31]=[CH:30][C:29]([C:32]#[N:33])=[CH:28][CH:27]=2)[CH:22]=[CH:23][C:24]=1[NH2:25], predict the reaction product. The product is: [NH2:8][C@H:12]([C:13]1[NH:25][C:24]2[CH:23]=[CH:22][C:21]([C:26]3[CH:31]=[CH:30][C:29]([C:32]#[N:33])=[CH:28][CH:27]=3)=[CH:20][C:19]=2[N:18]=1)[CH2:11][OH:10].